From a dataset of Forward reaction prediction with 1.9M reactions from USPTO patents (1976-2016). Predict the product of the given reaction. Given the reactants C([O:3][C:4]1[CH2:9][CH2:8][CH:7]([CH2:10][CH2:11][CH2:12][O:13][C:14](=[O:29])[NH:15][C:16]2[C:17](=[O:28])[O:18][C:19]3[C:24]([CH:25]=2)=[CH:23][CH:22]=[C:21]([O:26][CH3:27])[CH:20]=3)[C:6](=[O:30])[CH:5]=1)C, predict the reaction product. The product is: [CH3:27][O:26][C:21]1[CH:20]=[C:19]2[C:24]([CH:25]=[C:16]([NH:15][C:14](=[O:29])[O:13][CH2:12][CH2:11][CH2:10][CH:7]3[CH2:8][CH2:9][C:4](=[O:3])[CH2:5][C:6]3=[O:30])[C:17](=[O:28])[O:18]2)=[CH:23][CH:22]=1.